Regression. Given a peptide amino acid sequence and an MHC pseudo amino acid sequence, predict their binding affinity value. This is MHC class I binding data. From a dataset of Peptide-MHC class I binding affinity with 185,985 pairs from IEDB/IMGT. (1) The peptide sequence is DPMVIENGIL. The MHC is HLA-B54:01 with pseudo-sequence HLA-B54:01. The binding affinity (normalized) is 0.319. (2) The peptide sequence is YRSGIIAVV. The MHC is HLA-B18:01 with pseudo-sequence HLA-B18:01. The binding affinity (normalized) is 0. (3) The binding affinity (normalized) is 0.0838. The peptide sequence is KAIGTVLV. The MHC is HLA-B40:02 with pseudo-sequence HLA-B40:02. (4) The peptide sequence is EVATRFNTM. The MHC is HLA-A30:01 with pseudo-sequence HLA-A30:01. The binding affinity (normalized) is 0.0847. (5) The peptide sequence is ALIARCWYL. The MHC is HLA-A02:06 with pseudo-sequence HLA-A02:06. The binding affinity (normalized) is 1.00. (6) The peptide sequence is MVFQNYALY. The MHC is HLA-A03:01 with pseudo-sequence HLA-A03:01. The binding affinity (normalized) is 0.439. (7) The peptide sequence is LPTSITVPV. The MHC is HLA-B07:02 with pseudo-sequence HLA-B07:02. The binding affinity (normalized) is 0.611.